From a dataset of Full USPTO retrosynthesis dataset with 1.9M reactions from patents (1976-2016). Predict the reactants needed to synthesize the given product. (1) Given the product [CH2:22]([N:29]1[CH:16]=[C:15]([CH:14]([C:9]2[C:10]([CH3:13])=[N:11][O:12][C:8]=2[C:5]2[CH:4]=[CH:3][C:2]([Br:1])=[CH:7][CH:6]=2)[NH:17][S:18]([CH3:21])(=[O:20])=[O:19])[N:31]=[N:30]1)[C:23]1[CH:28]=[CH:27][CH:26]=[CH:25][CH:24]=1, predict the reactants needed to synthesize it. The reactants are: [Br:1][C:2]1[CH:7]=[CH:6][C:5]([C:8]2[O:12][N:11]=[C:10]([CH3:13])[C:9]=2[CH:14]([NH:17][S:18]([CH3:21])(=[O:20])=[O:19])[C:15]#[CH:16])=[CH:4][CH:3]=1.[CH2:22]([N:29]=[N+:30]=[N-:31])[C:23]1[CH:28]=[CH:27][CH:26]=[CH:25][CH:24]=1. (2) Given the product [CH3:8][C:2]([O:9][C:10]1[CH:15]=[CH:14][CH:13]=[CH:12][C:11]=1[S:16]([CH3:19])(=[O:18])=[O:17])([CH3:1])[C:3]([OH:5])=[O:4], predict the reactants needed to synthesize it. The reactants are: [CH3:1][C:2]([O:9][C:10]1[CH:15]=[CH:14][CH:13]=[CH:12][C:11]=1[S:16]([CH3:19])(=[O:18])=[O:17])([CH3:8])[C:3]([O:5]CC)=[O:4].[OH-].[Na+].O. (3) Given the product [NH2:12][C:10]1[S:11][C:7]([C:5]2[CH:4]=[CH:3][N:22]=[C:20]([NH:19][C:23]3[CH:24]=[C:25]([S:29]([NH:32][CH2:33][CH2:34][O:35][CH3:36])(=[O:31])=[O:30])[CH:26]=[CH:27][CH:28]=3)[N:21]=2)=[C:8]([CH3:17])[N:9]=1, predict the reactants needed to synthesize it. The reactants are: CN(C)[CH:3]=[CH:4][C:5]([C:7]1[S:11][C:10]([N:12]=CN(C)C)=[N:9][C:8]=1[CH3:17])=O.[NH:19]([C:23]1[CH:24]=[C:25]([S:29]([NH:32][CH2:33][CH2:34][O:35][CH3:36])(=[O:31])=[O:30])[CH:26]=[CH:27][CH:28]=1)[C:20]([NH2:22])=[NH:21]. (4) Given the product [CH2:1]([O:5][C:6]1[CH:11]=[CH:10][C:9]([S:12]([N:34]2[CH2:35][CH2:36][N:31]([CH3:30])[CH2:32][CH2:33]2)(=[O:14])=[O:13])=[CH:8][C:7]=1[C:16]1[NH:17][C:18](=[S:29])[C:19]2[N:24]([CH3:25])[N:23]=[C:22]([CH2:26][CH2:27][CH3:28])[C:20]=2[N:21]=1)[CH2:2][CH2:3][CH3:4], predict the reactants needed to synthesize it. The reactants are: [CH2:1]([O:5][C:6]1[CH:11]=[CH:10][C:9]([S:12](Cl)(=[O:14])=[O:13])=[CH:8][C:7]=1[C:16]1[NH:17][C:18](=[S:29])[C:19]2[N:24]([CH3:25])[N:23]=[C:22]([CH2:26][CH2:27][CH3:28])[C:20]=2[N:21]=1)[CH2:2][CH2:3][CH3:4].[CH3:30][N:31]1[CH2:36][CH2:35][NH:34][CH2:33][CH2:32]1.